Dataset: Catalyst prediction with 721,799 reactions and 888 catalyst types from USPTO. Task: Predict which catalyst facilitates the given reaction. (1) Reactant: Cl[C:2]1[N:7]=[C:6]([N:8]2[CH:12]([C:13]3[CH:18]=[CH:17][C:16]([F:19])=[CH:15][CH:14]=3)[CH2:11][O:10]C2=O)[CH:5]=[C:4]([C:21]2[CH:22]=[N:23][N:24]([CH3:26])[CH:25]=2)[CH:3]=1.[NH2:27][C:28]1[CH:33]=[N:32][CH:31]=[CH:30][N:29]=1.C1(P(C2CCCCC2)C2C=CC=CC=2C2C(C(C)C)=CC(C(C)C)=CC=2C(C)C)CCCCC1.CC(C)([O-])C.[Na+]. Product: [F:19][C:16]1[CH:15]=[CH:14][C:13]([CH:12]([NH:8][C:6]2[CH:5]=[C:4]([C:21]3[CH:22]=[N:23][N:24]([CH3:26])[CH:25]=3)[CH:3]=[C:2]([NH:27][C:28]3[CH:33]=[N:32][CH:31]=[CH:30][N:29]=3)[N:7]=2)[CH2:11][OH:10])=[CH:18][CH:17]=1. The catalyst class is: 684. (2) Reactant: C(O[C:4](=[O:26])[CH:5]([CH2:19][C:20]1[CH:25]=[CH:24][CH:23]=[CH:22][CH:21]=1)[C:6](=O)/[CH:7]=[CH:8]/[C:9]1[CH:14]=[CH:13][C:12]([OH:15])=[C:11]([O:16][CH3:17])[CH:10]=1)C.[NH:27]([C:29]1[CH:34]=[CH:33][CH:32]=[CH:31][N:30]=1)[NH2:28]. Product: [N:30]1[CH:31]=[CH:32][CH:33]=[CH:34][C:29]=1[N:27]1[C:4]([OH:26])=[C:5]([CH2:19][C:20]2[CH:21]=[CH:22][CH:23]=[CH:24][CH:25]=2)[C:6](/[CH:7]=[CH:8]/[C:9]2[CH:14]=[CH:13][C:12]([OH:15])=[C:11]([O:16][CH3:17])[CH:10]=2)=[N:28]1. The catalyst class is: 15.